Dataset: Forward reaction prediction with 1.9M reactions from USPTO patents (1976-2016). Task: Predict the product of the given reaction. (1) Given the reactants O[CH2:2][C:3]1[N:7]([CH2:8][C:9]#[CH:10])[CH:6]=[N:5][CH:4]=1.S(Cl)([Cl:13])=O, predict the reaction product. The product is: [ClH:13].[Cl:13][CH2:2][C:3]1[N:7]([CH2:8][C:9]#[CH:10])[CH:6]=[N:5][CH:4]=1. (2) The product is: [C:1]([CH:3]([C:9]1[CH:14]=[CH:13][C:12]([OH:15])=[CH:11][CH:10]=1)[CH2:4][C:5]([O:7][CH2:8][C:17]1[CH:22]=[CH:21][CH:20]=[CH:19][CH:18]=1)=[O:6])#[N:2]. Given the reactants [C:1]([CH:3]([C:9]1[CH:14]=[CH:13][C:12]([OH:15])=[CH:11][CH:10]=1)[CH2:4][C:5]([O:7][CH3:8])=[O:6])#[N:2].C(O)[C:17]1[CH:22]=[CH:21][CH:20]=[CH:19][CH:18]=1.CCCC[Sn](O[Sn](CCCC)(CCCC)CCCC)(CCCC)CCCC, predict the reaction product.